From a dataset of Full USPTO retrosynthesis dataset with 1.9M reactions from patents (1976-2016). Predict the reactants needed to synthesize the given product. (1) Given the product [Br:20][C:21]1[N:25]([CH2:11][C:4]#[C:5][CH3:7])[C:24]([C:26]([O:28][CH2:29][CH3:30])=[O:27])=[C:23]([C:31]([O:33][CH2:34][CH3:35])=[O:32])[N:22]=1, predict the reactants needed to synthesize it. The reactants are: BrC1N(CC=C(C)C)[C:4]([C:11](OC)=O)=[C:5]([C:7](OC)=O)N=1.[Br:20][C:21]1[NH:22][C:23]([C:31]([O:33][CH2:34][CH3:35])=[O:32])=[C:24]([C:26]([O:28][CH2:29][CH3:30])=[O:27])[N:25]=1.BrCC#CC.C(=O)([O-])[O-].[K+].[K+]. (2) Given the product [C:1]([O:5][C:6]([C:8]1[CH:9]=[C:10]([C:35]#[C:34][Si:31]([CH3:33])([CH3:32])[CH3:30])[CH:11]=[C:12]2[C:17]=1[O:16][C:15]([CH3:19])([CH3:18])[CH2:14][C:13]2([CH3:21])[CH3:20])=[O:7])([CH3:4])([CH3:3])[CH3:2], predict the reactants needed to synthesize it. The reactants are: [C:1]([O:5][C:6]([C:8]1[CH:9]=[C:10](Br)[CH:11]=[C:12]2[C:17]=1[O:16][C:15]([CH3:19])([CH3:18])[CH2:14][C:13]2([CH3:21])[CH3:20])=[O:7])([CH3:4])([CH3:3])[CH3:2].C(N(CC)CC)C.[CH3:30][Si:31]([C:34]#[CH:35])([CH3:33])[CH3:32].C(OCC)(=O)C. (3) Given the product [Cl:1][C:2]1[C:3]2[N:11]=[CH:12][N:8]([CH2:9][CH3:10])[C:4]=2[N:5]=[N:6][CH:7]=1, predict the reactants needed to synthesize it. The reactants are: [Cl:1][C:2]1[C:3]([NH2:11])=[C:4]([NH:8][CH2:9][CH3:10])[N:5]=[N:6][CH:7]=1.[CH2:12](OC(OCC)OCC)C. (4) Given the product [N:12]1[C:13]2[C:8](=[CH:7][CH:6]=[C:5]([CH2:4][NH2:1])[CH:14]=2)[CH:9]=[CH:10][CH:11]=1, predict the reactants needed to synthesize it. The reactants are: [N:1]([CH2:4][C:5]1[CH:14]=[C:13]2[C:8]([CH:9]=[CH:10][CH:11]=[N:12]2)=[CH:7][CH:6]=1)=[N+]=[N-]. (5) The reactants are: [N:1]1[C:10]2[C:5](=[CH:6][CH:7]=[CH:8][CH:9]=2)[CH:4]=[C:3]([CH:11]=[CH:12][CH:13]=[O:14])[CH:2]=1.[BH4-].[Na+].C(OC(C)C)(=O)C.[Cl-].[NH4+]. Given the product [N:1]1[C:10]2[C:5](=[CH:6][CH:7]=[CH:8][CH:9]=2)[CH:4]=[C:3]([CH:11]=[CH:12][CH2:13][OH:14])[CH:2]=1, predict the reactants needed to synthesize it. (6) Given the product [ClH:1].[NH2:2][C@@H:3]1[CH2:12][CH2:11][C:10]2[C:5](=[C:6]([Br:20])[CH:7]=[CH:8][C:9]=2[O:13][CH3:14])[CH2:4]1, predict the reactants needed to synthesize it. The reactants are: [ClH:1].[NH2:2][C@@H:3]1[CH2:12][CH2:11][C:10]2[C:5](=[CH:6][CH:7]=[CH:8][C:9]=2[O:13][CH3:14])[CH2:4]1.C([O-])(=O)C.[Na+].[Br:20]Br.